From a dataset of Reaction yield outcomes from USPTO patents with 853,638 reactions. Predict the reaction yield, written as a fraction of the theoretical maximum amount of product (1.0 means a 100% yield; for example, 0.34 means a 34% yield). (1) The reactants are [CH3:1][N:2]1[CH:6]=[CH:5][CH:4]=[C:3]1[C:7]#[N:8].B(OC(C)C)(OC(C)C)OC(C)C.C([N-]C(C)C)(C)C.[Li+].Br[C:31]1[CH:36]=[CH:35][C:34]([C:37](=[O:39])[CH3:38])=[CH:33][CH:32]=1.C(=O)([O-])[O-].[Na+].[Na+]. The catalyst is O1CCCC1.C(COC)OC.O.[Pd].C1(P(C2C=CC=CC=2)C2C=CC=CC=2)C=CC=CC=1.C1(P(C2C=CC=CC=2)C2C=CC=CC=2)C=CC=CC=1.C1(P(C2C=CC=CC=2)C2C=CC=CC=2)C=CC=CC=1.C1(P(C2C=CC=CC=2)C2C=CC=CC=2)C=CC=CC=1. The product is [C:37]([C:34]1[CH:35]=[CH:36][C:31]([C:6]2[N:2]([CH3:1])[C:3]([C:7]#[N:8])=[CH:4][CH:5]=2)=[CH:32][CH:33]=1)(=[O:39])[CH3:38]. The yield is 0.550. (2) The reactants are [F:1][C:2]1[C:7]([CH3:8])=[CH:6][C:5]([N+:9]([O-])=O)=[CH:4][C:3]=1[C@:12]1([CH2:23][F:24])[CH2:17][C@@H:16]([C:18]([F:21])([F:20])[F:19])[O:15][C:14]([NH2:22])=[N:13]1.N#N.C(O)(=O)C. The catalyst is CCO.[Pd]. The product is [NH2:9][C:5]1[CH:6]=[C:7]([CH3:8])[C:2]([F:1])=[C:3]([C@:12]2([CH2:23][F:24])[CH2:17][C@@H:16]([C:18]([F:21])([F:19])[F:20])[O:15][C:14]([NH2:22])=[N:13]2)[CH:4]=1. The yield is 0.960. (3) The reactants are [C:1]([O:5][C:6](=[O:29])[C@H:7]([CH2:18][CH:19]([CH:27]=O)[C:20]([O:22][C:23]([CH3:26])([CH3:25])[CH3:24])=[O:21])[NH:8][C:9]([O:11][C:12]1[CH:17]=[CH:16][CH:15]=[CH:14][CH:13]=1)=[O:10])([CH3:4])([CH3:3])[CH3:2].[CH3:30][NH2:31].C1COCC1. The catalyst is ClCCl. The product is [C:1]([O:5][C:6](=[O:29])[C@H:7]([CH2:18][CH:19]([CH2:27][NH:31][CH3:30])[C:20]([O:22][C:23]([CH3:26])([CH3:25])[CH3:24])=[O:21])[NH:8][C:9]([O:11][C:12]1[CH:17]=[CH:16][CH:15]=[CH:14][CH:13]=1)=[O:10])([CH3:4])([CH3:3])[CH3:2]. The yield is 0.780. (4) The reactants are [F:1][C:2]1[CH:3]=[C:4]([C:8]2([CH2:22][CH2:23][N:24]3[C@H:29]4[CH2:30][CH2:31][C@@H:25]3[CH2:26][CH:27]([N:32]3[C:36]5[CH:37]=[CH:38][CH:39]=[CH:40][C:35]=5[N:34]=[C:33]3[CH3:41])[CH2:28]4)[CH2:13][CH2:12][N:11]([C:14](=[O:21])[CH:15]([NH2:20])[C:16]([CH3:19])([CH3:18])[CH3:17])[CH2:10][CH2:9]2)[CH:5]=[CH:6][CH:7]=1.[Cl:42][CH:43]([Cl:47])[C:44](Cl)=[O:45].CCN(C(C)C)C(C)C. No catalyst specified. The product is [Cl:42][CH:43]([Cl:47])[C:44]([NH:20][C@H:15]([C:14]([N:11]1[CH2:12][CH2:13][C:8]([C:4]2[CH:5]=[CH:6][CH:7]=[C:2]([F:1])[CH:3]=2)([CH2:22][CH2:23][N:24]2[C@H:29]3[CH2:30][CH2:31][C@@H:25]2[CH2:26][CH:27]([N:32]2[C:36]4[CH:37]=[CH:38][CH:39]=[CH:40][C:35]=4[N:34]=[C:33]2[CH3:41])[CH2:28]3)[CH2:9][CH2:10]1)=[O:21])[C:16]([CH3:19])([CH3:18])[CH3:17])=[O:45]. The yield is 0.600. (5) The reactants are [CH3:1][N:2]1[C:11]2[C:6](=[C:7]([N+:16]([O-])=O)[C:8]([F:15])=[C:9]([F:14])[C:10]=2[O:12][CH3:13])[C:5](=[O:19])[C:4]([C:20]([O:22][CH2:23][CH3:24])=[O:21])=[CH:3]1. The catalyst is CC(O)=O.[Fe]. The product is [NH2:16][C:7]1[C:8]([F:15])=[C:9]([F:14])[C:10]([O:12][CH3:13])=[C:11]2[C:6]=1[C:5](=[O:19])[C:4]([C:20]([O:22][CH2:23][CH3:24])=[O:21])=[CH:3][N:2]2[CH3:1]. The yield is 0.320.